Dataset: Full USPTO retrosynthesis dataset with 1.9M reactions from patents (1976-2016). Task: Predict the reactants needed to synthesize the given product. (1) Given the product [CH:16]1([C:10]2[CH:11]=[C:12]([C:13]([NH:19][CH2:20][C:21]3[C:22](=[O:34])[NH:23][C:24]([CH3:33])=[CH:25][C:26]=3[C:27]3[CH:32]=[CH:31][CH:30]=[CH:29][CH:28]=3)=[O:15])[C:7]3[CH:6]=[N:5][N:4]([CH:2]([CH3:1])[CH3:3])[C:8]=3[N:9]=2)[CH2:18][CH2:17]1, predict the reactants needed to synthesize it. The reactants are: [CH3:1][CH:2]([N:4]1[C:8]2[N:9]=[C:10]([CH:16]3[CH2:18][CH2:17]3)[CH:11]=[C:12]([C:13]([OH:15])=O)[C:7]=2[CH:6]=[N:5]1)[CH3:3].[NH2:19][CH2:20][C:21]1[C:22](=[O:34])[NH:23][C:24]([CH3:33])=[CH:25][C:26]=1[C:27]1[CH:32]=[CH:31][CH:30]=[CH:29][CH:28]=1. (2) Given the product [NH3:3].[S:24]1[C:28]2[CH:29]=[CH:30][CH:31]=[CH:32][C:27]=2[N:26]=[C:25]1[CH2:33][CH2:34][C:35]([N:42]1[CH2:43][CH:44]2[CH:40]([C:39]2([C:45]2[CH:46]=[C:47]([NH:51][S:52]([CH3:55])(=[O:54])=[O:53])[CH:48]=[CH:49][CH:50]=2)[CH3:38])[CH2:41]1)=[O:37], predict the reactants needed to synthesize it. The reactants are: O.O[N:3]1C2C=CC=CC=2N=N1.Cl.CN(C)CCCN=C=NCC.[S:24]1[C:28]2[CH:29]=[CH:30][CH:31]=[CH:32][C:27]=2[N:26]=[C:25]1[CH2:33][CH2:34][C:35]([OH:37])=O.[CH3:38][C:39]1([C:45]2[CH:46]=[C:47]([NH:51][S:52]([CH3:55])(=[O:54])=[O:53])[CH:48]=[CH:49][CH:50]=2)[CH:44]2[CH:40]1[CH2:41][NH:42][CH2:43]2.C(=O)([O-])O.[Na+]. (3) Given the product [NH2:1][C:2]1[C:3]([C:11]([F:12])([F:13])[F:14])=[CH:4][C:5]([C:6]([OH:8])=[O:7])=[CH:9][C:10]=1[Cl:31], predict the reactants needed to synthesize it. The reactants are: [NH2:1][C:2]1[CH:10]=[CH:9][C:5]([C:6]([OH:8])=[O:7])=[CH:4][C:3]=1[C:11]([F:14])([F:13])[F:12].C(OC(=O)C1C=C(C(F)(F)F)C(C=O)=C([Cl:31])C=1N)C. (4) Given the product [C:1]([NH:46][C@H:47]([C:49]([NH:51][C@H:52]([C:56]([OH:58])=[O:57])[CH:53]([CH3:54])[CH3:55])=[O:50])[CH3:48])(=[O:20])[CH2:2][CH2:3][CH2:4][CH2:5][CH2:6][CH2:7][CH2:8]/[CH:9]=[CH:10]\[CH2:11][CH2:12][CH2:13][CH2:14][CH2:15][CH2:16][CH2:17][CH3:18], predict the reactants needed to synthesize it. The reactants are: [C:1]([OH:20])(=O)[CH2:2][CH2:3][CH2:4][CH2:5][CH2:6][CH2:7][CH2:8]/[CH:9]=[CH:10]\[CH2:11][CH2:12][CH2:13][CH2:14][CH2:15][CH2:16][CH2:17][CH3:18].C(N[C@H](C(O)=O)C)(=O)CCCCCCC/C=C\CCCCCCCC.[NH2:46][C@H:47]([C:49]([NH:51][C@H:52]([C:56]([OH:58])=[O:57])[CH:53]([CH3:55])[CH3:54])=[O:50])[CH3:48].N[C@H](C(O)=O)C(C)C. (5) Given the product [Br:3][C:4]1[CH:5]=[CH:6][C:7]([Cl:19])=[C:8]([C:10]([C:12]2[CH:17]=[CH:16][C:15]([O:18][CH2:24][C:20]([F:23])([F:22])[F:21])=[CH:14][CH:13]=2)=[O:11])[CH:9]=1, predict the reactants needed to synthesize it. The reactants are: [H-].[Na+].[Br:3][C:4]1[CH:5]=[CH:6][C:7]([Cl:19])=[C:8]([C:10]([C:12]2[CH:17]=[CH:16][C:15]([OH:18])=[CH:14][CH:13]=2)=[O:11])[CH:9]=1.[C:20]([CH2:24]OS(C(F)(F)F)(=O)=O)([F:23])([F:22])[F:21].[NH4+].[Cl-]. (6) Given the product [CH3:2][O:3][C:4]([C:6]1[CH:7]=[C:8]2[C:12](=[CH:13][CH:14]=1)[CH2:11][N:10]([C:27]([O:26][C:23]([CH3:25])([CH3:24])[CH3:22])=[O:28])[CH2:9]2)=[O:5], predict the reactants needed to synthesize it. The reactants are: Cl.[CH3:2][O:3][C:4]([C:6]1[CH:7]=[C:8]2[C:12](=[CH:13][CH:14]=1)[CH2:11][NH:10][CH2:9]2)=[O:5].C(N(CC)CC)C.[CH3:22][C:23]([O:26][C:27](O[C:27]([O:26][C:23]([CH3:25])([CH3:24])[CH3:22])=[O:28])=[O:28])([CH3:25])[CH3:24]. (7) Given the product [CH3:3][C:4]1[CH:5]=[C:6]([CH:20]=[CH:21][C:22]=1[CH3:23])[C:7]([CH:9]1[C:18](=[O:19])[C:17]2[C:12](=[CH:13][CH:14]=[CH:15][CH:16]=2)[N:11]([CH2:33][C:32]2[CH:31]=[N:30][CH:29]=[CH:28][CH:27]=2)[CH2:10]1)=[O:8], predict the reactants needed to synthesize it. The reactants are: [H-].[Na+].[CH3:3][C:4]1[CH:5]=[C:6]([CH:20]=[CH:21][C:22]=1[CH3:23])[C:7]([C:9]1[C:18](=[O:19])[C:17]2[C:12](=[CH:13][CH:14]=[CH:15][CH:16]=2)[NH:11][CH:10]=1)=[O:8].Br.BrC[C:27]1[CH:32]=[CH:31][N:30]=[CH:29][CH:28]=1.[CH3:33]N(C)C=O. (8) Given the product [CH:12]1([C:17]2[C:26]([CH:27]([OH:38])[C:28]3[CH:33]=[CH:32][C:31]([C:34]([F:36])([F:37])[F:35])=[CH:30][CH:29]=3)=[C:25]([CH:39]([CH3:40])[CH3:41])[CH:24]=[C:23]3[C:18]=2[C:19](=[O:44])[CH2:20][C:21]([CH3:42])([CH3:43])[O:22]3)[CH2:16][CH2:15][CH2:14][CH2:13]1, predict the reactants needed to synthesize it. The reactants are: N[C@@H]1C2C(=CC=CC=2)C[C@@H]1O.[C:12]1([C:17]2[C:26]([CH:27]([OH:38])[C:28]3[CH:33]=[CH:32][C:31]([C:34]([F:37])([F:36])[F:35])=[CH:30][CH:29]=3)=[C:25]([CH:39]([CH3:41])[CH3:40])[CH:24]=[C:23]3[C:18]=2[C:19](=[O:44])[CH2:20][C:21]([CH3:43])([CH3:42])[O:22]3)[CH2:16][CH2:15][CH2:14][CH:13]=1.CO. (9) Given the product [CH3:1][O:2][C:3]1[CH:4]=[CH:5][C:6]([Br:12])=[C:7]([CH2:9][C:10]([OH:15])=[O:13])[CH:8]=1, predict the reactants needed to synthesize it. The reactants are: [CH3:1][O:2][C:3]1[CH:4]=[CH:5][C:6]([Br:12])=[C:7]([CH2:9][C:10]#N)[CH:8]=1.[OH-:13].[Na+].[OH2:15]. (10) The reactants are: [Li]CCCC.CCCCCC.C(NC(C)C)(C)C.[Li+].CC([N-]C(C)C)C.[C:27]1([CH3:37])[CH:32]=[CH:31][C:30]([CH2:33][C:34]([OH:36])=[O:35])=[CH:29][CH:28]=1.CC1C=CC(S(O[CH:49]2[CH2:54][CH2:53][O:52][CH2:51][CH2:50]2)(=O)=O)=CC=1. Given the product [CH3:37][C:27]1[CH:28]=[CH:29][C:30]([CH:33]([CH:49]2[CH2:54][CH2:53][O:52][CH2:51][CH2:50]2)[C:34]([OH:36])=[O:35])=[CH:31][CH:32]=1, predict the reactants needed to synthesize it.